This data is from NCI-60 drug combinations with 297,098 pairs across 59 cell lines. The task is: Regression. Given two drug SMILES strings and cell line genomic features, predict the synergy score measuring deviation from expected non-interaction effect. Drug 1: CC(C)NC(=O)C1=CC=C(C=C1)CNNC.Cl. Drug 2: C1CCC(C(C1)N)N.C(=O)(C(=O)[O-])[O-].[Pt+4]. Cell line: 786-0. Synergy scores: CSS=0.879, Synergy_ZIP=-9.04, Synergy_Bliss=-17.6, Synergy_Loewe=-25.1, Synergy_HSA=-16.0.